The task is: Predict the reactants needed to synthesize the given product.. This data is from Full USPTO retrosynthesis dataset with 1.9M reactions from patents (1976-2016). (1) Given the product [Br:1][C:2]1[C:3]([CH3:16])=[C:4]([C:8]([OH:15])=[C:9]([C:11]([CH3:14])([CH3:13])[CH3:12])[CH:10]=1)[C:5]([NH:20][C:19]1[CH:21]=[CH:22][C:23]([S:25]([C:28]([F:31])([F:29])[F:30])(=[O:27])=[O:26])=[CH:24][C:18]=1[Cl:17])=[O:7], predict the reactants needed to synthesize it. The reactants are: [Br:1][C:2]1[C:3]([CH3:16])=[C:4]([C:8]([OH:15])=[C:9]([C:11]([CH3:14])([CH3:13])[CH3:12])[CH:10]=1)[C:5]([OH:7])=O.[Cl:17][C:18]1[CH:24]=[C:23]([S:25]([C:28]([F:31])([F:30])[F:29])(=[O:27])=[O:26])[CH:22]=[CH:21][C:19]=1[NH2:20]. (2) Given the product [Br:3][C:4]1[C:23]([Br:24])=[CH:22][C:7]2[N:8]3[C:25](=[O:26])[NH:21][CH:11]([CH2:12][C:13]4[CH:14]=[CH:15][C:16]([O:19][CH3:20])=[CH:17][CH:18]=4)[C:9]3=[N:10][C:6]=2[CH:5]=1, predict the reactants needed to synthesize it. The reactants are: N#N.[Br:3][C:4]1[C:23]([Br:24])=[CH:22][C:7]2[NH:8][C:9]([CH:11]([NH2:21])[CH2:12][C:13]3[CH:18]=[CH:17][C:16]([O:19][CH3:20])=[CH:15][CH:14]=3)=[N:10][C:6]=2[CH:5]=1.[C:25](N1C=CN=C1)(N1C=CN=C1)=[O:26].O. (3) Given the product [F:22][C:20]([C:15]1[N:14]([CH:11]2[CH2:12][CH2:13][NH:8][CH2:9][CH2:10]2)[C:18]([CH3:19])=[N:17][N:16]=1)([F:23])[CH3:21], predict the reactants needed to synthesize it. The reactants are: C([N:8]1[CH2:13][CH2:12][CH:11]([N:14]2[C:18]([CH3:19])=[N:17][N:16]=[C:15]2[C:20]([F:23])([F:22])[CH3:21])[CH2:10][CH2:9]1)C1C=CC=CC=1. (4) Given the product [SH:4][CH2:5][CH:6]1[CH2:11][CH2:10][N:9]([C:12]([O:14][C:15]([CH3:18])([CH3:17])[CH3:16])=[O:13])[CH2:8][CH2:7]1, predict the reactants needed to synthesize it. The reactants are: C([S:4][CH2:5][CH:6]1[CH2:11][CH2:10][N:9]([C:12]([O:14][C:15]([CH3:18])([CH3:17])[CH3:16])=[O:13])[CH2:8][CH2:7]1)(=N)N.[OH-].[Na+].Cl. (5) Given the product [Cl:6][C:7]1[CH:12]=[C:11]([C:13]([F:15])([F:16])[F:14])[CH:10]=[C:9]([O:17][CH3:18])[C:8]=1[CH:22]=[O:23], predict the reactants needed to synthesize it. The reactants are: [Li]CCCC.[Cl:6][C:7]1[CH:12]=[C:11]([C:13]([F:16])([F:15])[F:14])[CH:10]=[C:9]([O:17][CH3:18])[CH:8]=1.CN([CH:22]=[O:23])C.